This data is from Reaction yield outcomes from USPTO patents with 853,638 reactions. The task is: Predict the reaction yield, written as a fraction of the theoretical maximum amount of product (1.0 means a 100% yield; for example, 0.34 means a 34% yield). (1) The reactants are C(/[C:5](=[CH:9]\[C:10]([OH:12])=[O:11])/[C:6]([OH:8])=[O:7])(C)(C)C.[CH2:13]([N:15]([CH2:20][CH3:21])[C:16](=[O:19])[CH2:17]Cl)[CH3:14]. The catalyst is CN1CCCC1=O. The product is [CH2:13]([N:15]([CH2:20][CH3:21])[C:16]([CH2:17][O:12][C:10](/[CH:9]=[CH:5]/[C:6]([OH:8])=[O:7])=[O:11])=[O:19])[CH3:14]. The yield is 0.0600. (2) The reactants are [NH2:1][C:2]1[CH:16]=[CH:15][C:5]([CH2:6][P:7](=[O:14])([O:11][CH2:12][CH3:13])[O:8][CH2:9][CH3:10])=[CH:4][CH:3]=1.[Cl:17][C:18]1[CH:19]=[C:20]([C:25]2[O:29][N:28]=[CH:27][C:26]=2[CH2:30][CH2:31][C:32](O)=[O:33])[CH:21]=[CH:22][C:23]=1[F:24].ON1C2N=CC=CC=2N=N1.C(N=C=NCCCN(C)C)C.Cl. The catalyst is CN(C)C=O. The product is [Cl:17][C:18]1[CH:19]=[C:20]([C:25]2[O:29][N:28]=[CH:27][C:26]=2[CH2:30][CH2:31][C:32]([NH:1][C:2]2[CH:3]=[CH:4][C:5]([CH2:6][P:7]([O:8][CH2:9][CH3:10])([O:11][CH2:12][CH3:13])=[O:14])=[CH:15][CH:16]=2)=[O:33])[CH:21]=[CH:22][C:23]=1[F:24]. The yield is 0.790. (3) The reactants are [Br-].[CH3:2][O:3][CH2:4][P+](C1C=CC=CC=1)(C1C=CC=CC=1)C1C=CC=CC=1.[NH2-].[Na+].[CH3:26][O:27][C:28]1[C:35]([O:36][CH3:37])=[CH:34][CH:33]=[CH:32][C:29]=1[CH:30]=O. The catalyst is C1COCC1.O. The product is [CH3:2][O:3][CH:4]=[CH:30][C:29]1[CH:32]=[CH:33][CH:34]=[C:35]([O:36][CH3:37])[C:28]=1[O:27][CH3:26]. The yield is 0.830. (4) The reactants are Br[C:2]1[C:6]2=[N:7][CH:8]=[CH:9][CH:10]=[C:5]2[NH:4][N:3]=1.[Cu][C:12]#[N:13]. The catalyst is CN1CCCC1=O.[Cl-].[NH4+]. The product is [NH:4]1[C:5]2[C:6](=[N:7][CH:8]=[CH:9][CH:10]=2)[C:2]([C:12]#[N:13])=[N:3]1. The yield is 0.960. (5) The reactants are [OH:1][C:2]1[C:11]([C:12](=[O:15])[CH2:13][CH3:14])=[CH:10][CH:9]=[C:8]2[C:3]=1[CH:4]=[CH:5][CH2:6][O:7]2.[N+](=[CH:18][C:19]([O:21][CH2:22][CH3:23])=[O:20])=[N-]. The catalyst is ClCCCl. The product is [CH2:22]([O:21][C:19]([CH:18]1[CH:4]2[CH:5]1[CH2:6][O:7][C:8]1[CH:9]=[CH:10][C:11]([C:12](=[O:15])[CH2:13][CH3:14])=[C:2]([OH:1])[C:3]=12)=[O:20])[CH3:23]. The yield is 0.410.